Task: Predict which catalyst facilitates the given reaction.. Dataset: Catalyst prediction with 721,799 reactions and 888 catalyst types from USPTO (1) Reactant: [NH2:1][C:2]1[N:7]=[C:6]([N:8]([CH3:11])[O:9][CH3:10])[N:5]=[C:4]([NH:12][CH2:13][CH2:14][CH3:15])[N:3]=1.[C:16](Cl)(=[O:19])[CH2:17][CH3:18].CCN(C(C)C)C(C)C. Product: [CH3:10][O:9][N:8]([CH3:11])[C:6]1[N:5]=[C:4]([NH:12][CH2:13][CH2:14][CH3:15])[N:3]=[C:2]([NH:1][C:16](=[O:19])[CH2:17][CH3:18])[N:7]=1. The catalyst class is: 1. (2) Reactant: C(O)(=O)C.[F-].C([N+](CCCC)(CCCC)CCCC)CCC.[Si]([O:30][C@@H:31]([C@H:33]1[C:62](=[O:63])[N:35]2[C:36]([C:56]([O:58][CH2:59][CH:60]=[CH2:61])=[O:57])=[C:37]([C:40]3[S:44][C:43]4=[C:45]([C:48]([C:50]5[CH:51]=[N:52][CH:53]=[CH:54][CH:55]=5)=[O:49])[N:46]=[CH:47][N:42]4[CH:41]=3)[C@H:38]([CH3:39])[C@H:34]12)[CH3:32])(C(C)(C)C)(C)C. Product: [OH:30][C@@H:31]([C@H:33]1[C:62](=[O:63])[N:35]2[C:36]([C:56]([O:58][CH2:59][CH:60]=[CH2:61])=[O:57])=[C:37]([C:40]3[S:44][C:43]4=[C:45]([C:48]([C:50]5[CH:51]=[N:52][CH:53]=[CH:54][CH:55]=5)=[O:49])[N:46]=[CH:47][N:42]4[CH:41]=3)[C@H:38]([CH3:39])[C@H:34]12)[CH3:32]. The catalyst class is: 54. (3) Reactant: [F:1][C:2]([F:11])([F:10])[C:3]1[N:8]=[CH:7][C:6]([OH:9])=[CH:5][CH:4]=1.F[C:13]1[CH:20]=[CH:19][C:16]([CH:17]=[O:18])=[CH:15][CH:14]=1.C([O-])([O-])=O.[K+].[K+]. Product: [F:11][C:2]([F:1])([F:10])[C:3]1[N:8]=[CH:7][C:6]([O:9][C:13]2[CH:20]=[CH:19][C:16]([CH:17]=[O:18])=[CH:15][CH:14]=2)=[CH:5][CH:4]=1. The catalyst class is: 18. (4) Reactant: [C:1]([C:5]1[CH:18]=[CH:17][CH:16]=[CH:15][C:6]=1[O:7][C:8]1[C:13]([NH2:14])=[CH:12][CH:11]=[CH:10][N:9]=1)([CH3:4])([CH3:3])[CH3:2].[N:19]([C:22]1[CH:27]=[CH:26][C:25]([C:28](=[O:30])[CH3:29])=[CH:24][CH:23]=1)=[C:20]=[S:21]. Product: [C:28]([C:25]1[CH:26]=[CH:27][C:22]([NH:19][C:20]([NH:14][C:13]2[C:8]([O:7][C:6]3[CH:15]=[CH:16][CH:17]=[CH:18][C:5]=3[C:1]([CH3:4])([CH3:2])[CH3:3])=[N:9][CH:10]=[CH:11][CH:12]=2)=[S:21])=[CH:23][CH:24]=1)(=[O:30])[CH3:29]. The catalyst class is: 79. (5) Reactant: O[CH2:2][C:3]1[CH:16]=[N:15][C:6]2[C:7]3[N:8]([CH:12]=[CH:13][CH:14]=3)[C:9](=[O:11])[NH:10][C:5]=2[CH:4]=1.[F:17][C:18]1[CH:19]=[C:20]([CH:25]=[CH:26][C:27]=1[N:28]1[CH2:33][CH2:32][NH:31][CH2:30][CH2:29]1)[C:21]([NH:23][CH3:24])=[O:22].[I-].C(C[P+](C)(C)C)#N.C(N(C(C)C)C(C)C)C. Product: [F:17][C:18]1[CH:19]=[C:20]([CH:25]=[CH:26][C:27]=1[N:28]1[CH2:29][CH2:30][N:31]([CH2:2][C:3]2[CH:16]=[N:15][C:6]3[C:7]4[N:8]([CH:12]=[CH:13][CH:14]=4)[C:9](=[O:11])[NH:10][C:5]=3[CH:4]=2)[CH2:32][CH2:33]1)[C:21]([NH:23][CH3:24])=[O:22]. The catalyst class is: 397. (6) Reactant: [C:1]([O:5][C:6]([NH:8][C:9]1[O:17][C:16]2[C:11](=[N:12][CH:13]=[C:14]([C:18]3[C:23]([F:24])=[CH:22][CH:21]=[CH:20][C:19]=3[F:25])[CH:15]=2)[C:10]=1[C:26]([O:28]CC)=[O:27])=[O:7])([CH3:4])([CH3:3])[CH3:2].O[Li].O. Product: [C:1]([O:5][C:6]([NH:8][C:9]1[O:17][C:16]2[C:11](=[N:12][CH:13]=[C:14]([C:18]3[C:23]([F:24])=[CH:22][CH:21]=[CH:20][C:19]=3[F:25])[CH:15]=2)[C:10]=1[C:26]([OH:28])=[O:27])=[O:7])([CH3:4])([CH3:2])[CH3:3]. The catalyst class is: 87. (7) Reactant: [O:1]1[C:6]2[CH:7]=[CH:8][CH:9]=[C:10]([CH2:11]O)[C:5]=2[O:4][CH2:3][CH2:2]1.S(Cl)([Cl:15])=O. Product: [O:1]1[C:6]2[CH:7]=[CH:8][CH:9]=[C:10]([CH2:11][Cl:15])[C:5]=2[O:4][CH2:3][CH2:2]1. The catalyst class is: 4. (8) Reactant: [F:1][C:2]1[CH:7]=[CH:6][C:5]([F:8])=[CH:4][C:3]=1[CH:9]([S:20]([C:23]1[CH:28]=[CH:27][C:26]([F:29])=[CH:25][CH:24]=1)(=[O:22])=[O:21])[C:10]1[C:11]([CH3:19])=[CH:12][C:13]([C:16](O)=[O:17])=[N:14][CH:15]=1.[NH:30]1[CH2:35][CH2:34][O:33][CH2:32][CH2:31]1.ON1C2C=CC=CC=2N=N1.Cl.C(N=C=NCCCN(C)C)C.CN1CCOCC1. Product: [F:1][C:2]1[CH:7]=[CH:6][C:5]([F:8])=[CH:4][C:3]=1[CH:9]([S:20]([C:23]1[CH:28]=[CH:27][C:26]([F:29])=[CH:25][CH:24]=1)(=[O:22])=[O:21])[C:10]1[C:11]([CH3:19])=[CH:12][C:13]([C:16]([N:30]2[CH2:35][CH2:34][O:33][CH2:32][CH2:31]2)=[O:17])=[N:14][CH:15]=1. The catalyst class is: 2. (9) Reactant: [Br:1][C:2]1[CH:7]=[CH:6][C:5]([NH:8][C:9]2[N:13]([CH2:14][CH2:15][CH2:16]O)[C:12]3[C:18]([C:23]([O:25][CH3:26])=[O:24])=[CH:19][CH:20]=[C:21]([Cl:22])[C:11]=3[N:10]=2)=[C:4]([Cl:27])[CH:3]=1.C(N(CC)CC)C.CS(Cl)(=O)=O.C(=O)([O-])[O-].[K+].[K+]. Product: [Br:1][C:2]1[CH:7]=[CH:6][C:5]([N:8]2[C:9]3=[N:10][C:11]4[C:12](=[C:18]([C:23]([O:25][CH3:26])=[O:24])[CH:19]=[CH:20][C:21]=4[Cl:22])[N:13]3[CH2:14][CH2:15][CH2:16]2)=[C:4]([Cl:27])[CH:3]=1. The catalyst class is: 30.